Task: Predict the product of the given reaction.. Dataset: Forward reaction prediction with 1.9M reactions from USPTO patents (1976-2016) (1) Given the reactants [F:1][C:2]1[CH:7]=[CH:6][C:5]([C:8]2[C:12](/[CH:13]=[CH:14]/[C:15]3[CH:16]=[C:17]([C:21](O)=[O:22])[N:18]([CH3:20])[N:19]=3)=[C:11]([CH3:24])[O:10][N:9]=2)=[CH:4][CH:3]=1.[CH2:25]([NH2:27])[CH3:26], predict the reaction product. The product is: [CH2:25]([NH:27][C:21]([C:17]1[N:18]([CH3:20])[N:19]=[C:15](/[CH:14]=[CH:13]/[C:12]2[C:8]([C:5]3[CH:6]=[CH:7][C:2]([F:1])=[CH:3][CH:4]=3)=[N:9][O:10][C:11]=2[CH3:24])[CH:16]=1)=[O:22])[CH3:26]. (2) Given the reactants [NH2:1][C:2]1[CH:3]=[C:4]([CH:22]=[CH:23][CH:24]=1)[C:5]([NH:7][CH2:8][CH:9]([OH:21])[CH2:10][N:11]1[CH2:20][CH2:19][C:18]2[C:13](=[CH:14][CH:15]=[CH:16][CH:17]=2)[CH2:12]1)=[O:6].CC(O)=O.[O:29]1[CH2:32][C:31](=O)[CH2:30]1.[BH3-]C#N.[Na+], predict the reaction product. The product is: [CH2:12]1[C:13]2[C:18](=[CH:17][CH:16]=[CH:15][CH:14]=2)[CH2:19][CH2:20][N:11]1[CH2:10][CH:9]([OH:21])[CH2:8][NH:7][C:5](=[O:6])[C:4]1[CH:22]=[CH:23][CH:24]=[C:2]([NH:1][CH:31]2[CH2:32][O:29][CH2:30]2)[CH:3]=1. (3) Given the reactants [N@:1]1([C:8]([O:10][CH2:11][C:12]2[CH:17]=[CH:16][CH:15]=[CH:14][CH:13]=2)=[O:9])[CH2:3][CH:2]1[C:4]([O:6][CH3:7])=[O:5].B(F)(F)F.[CH3:22][CH2:23][O:24]CC.C(O)C, predict the reaction product. The product is: [CH2:11]([O:10][C:8]([NH:1][C@H:2]([C:4]([O:6][CH3:7])=[O:5])[CH2:3][O:24][CH2:23][CH3:22])=[O:9])[C:12]1[CH:13]=[CH:14][CH:15]=[CH:16][CH:17]=1. (4) Given the reactants [NH2:1][CH:2]1[CH2:7][CH2:6][N:5]([C:8]([O:10][C:11]([CH3:14])([CH3:13])[CH3:12])=[O:9])[CH2:4][CH2:3]1.Br[C:16]1[CH:20]=[CH:19][S:18][CH:17]=1.COC1C=CC=C(OC)C=1C1C=CC=CC=1P(C1CCCCC1)C1CCCCC1.C(O[Na])(C)(C)C, predict the reaction product. The product is: [S:18]1[CH:19]=[CH:20][C:16]([NH:1][CH:2]2[CH2:3][CH2:4][N:5]([C:8]([O:10][C:11]([CH3:14])([CH3:13])[CH3:12])=[O:9])[CH2:6][CH2:7]2)=[CH:17]1.